This data is from Forward reaction prediction with 1.9M reactions from USPTO patents (1976-2016). The task is: Predict the product of the given reaction. (1) Given the reactants [CH3:1][O:2][C:3]1[N:8]=[C:7]([O:9][CH3:10])[C:6]([N:11]2[C:15]([CH3:16])=[C:14](I)[C:13]([C:18]([O:20][CH2:21][CH3:22])=[O:19])=[N:12]2)=[CH:5][N:4]=1.[Cl:23][C:24]1[CH:31]=[CH:30][C:27]([CH:28]=[O:29])=[CH:26][CH:25]=1, predict the reaction product. The product is: [Cl:23][C:24]1[CH:31]=[CH:30][C:27]([CH:28]([OH:29])[C:14]2[C:13]([C:18]([O:20][CH2:21][CH3:22])=[O:19])=[N:12][N:11]([C:6]3[C:7]([O:9][CH3:10])=[N:8][C:3]([O:2][CH3:1])=[N:4][CH:5]=3)[C:15]=2[CH3:16])=[CH:26][CH:25]=1. (2) Given the reactants [CH3:1][S:2]([OH:5])(=[O:4])=[O:3].[Cl:6][C:7]1[N:11]2[CH:12]=[CH:13][CH:14]=[CH:15][C:10]2=[N:9][C:8]=1[CH2:16][O:17][C:18]1[CH:23]=[CH:22][C:21]([C:24]2[C:25](=[O:39])[C:26]([CH3:38])([CH3:37])[O:27][C:28]=2[C:29]2[CH:34]=[CH:33][C:32]([O:35][CH3:36])=[CH:31][CH:30]=2)=[CH:20][CH:19]=1, predict the reaction product. The product is: [CH3:1][S:2]([OH:5])(=[O:4])=[O:3].[Cl:6][C:7]1[N:11]2[CH:12]=[CH:13][CH:14]=[CH:15][C:10]2=[N:9][C:8]=1[CH2:16][O:17][C:18]1[CH:19]=[CH:20][C:21]([C:24]2[C:25](=[O:39])[C:26]([CH3:37])([CH3:38])[O:27][C:28]=2[C:29]2[CH:34]=[CH:33][C:32]([O:35][CH3:36])=[CH:31][CH:30]=2)=[CH:22][CH:23]=1. (3) Given the reactants BrN1C(=O)CCC1=O.[F:9][C:10]([F:29])([F:28])[C:11]1[CH:16]=[CH:15][C:14]([CH:17]2[NH:21][C:20]3([CH2:26][CH2:25][CH2:24][CH2:23][CH2:22]3)[NH:19][C:18]2=[O:27])=[CH:13][CH:12]=1.C(=O)(O)[O-].[Na+], predict the reaction product. The product is: [F:29][C:10]([F:9])([F:28])[C:11]1[CH:12]=[CH:13][C:14]([C:17]2[C:18](=[O:27])[NH:19][C:20]3([CH2:26][CH2:25][CH2:24][CH2:23][CH2:22]3)[N:21]=2)=[CH:15][CH:16]=1. (4) Given the reactants [ClH:1].[NH:2]1[CH2:6][CH2:5][CH2:4][C@H:3]1[CH2:7][O:8][C:9]1[CH:10]=[C:11]([N:15]2[CH2:20][CH2:19][CH:18]([CH2:21][CH2:22][O:23][C:24]3[CH:29]=[CH:28][C:27]([OH:30])=[CH:26][CH:25]=3)[CH2:17][CH2:16]2)[CH:12]=[N:13][CH:14]=1, predict the reaction product. The product is: [ClH:1].[NH:2]1[CH2:6][CH2:5][CH2:4][C@H:3]1[CH2:7][O:8][C:9]1[CH:10]=[C:11]([N:15]2[CH2:16][CH2:17][CH:18]([CH2:21][CH2:22][O:23][C:24]3[CH:29]=[CH:28][C:27]([OH:30])=[CH:26][CH:25]=3)[CH2:19][CH2:20]2)[CH:12]=[N:13][CH:14]=1. (5) Given the reactants CC1(C)C(C)(C)OB([C:9]2[CH:14]=[CH:13][C:12]([NH:15][C:16]([N:18]3[CH2:26][C:25]4[CH:24]=[CH:23][N:22]=[CH:21][C:20]=4[CH2:19]3)=[O:17])=[CH:11][CH:10]=2)O1.FC(F)(F)S(O[C:34]1[CH2:39][CH2:38][CH:37]([NH:40][C:41]([O:43][C:44]([CH3:47])([CH3:46])[CH3:45])=[O:42])[CH2:36][CH:35]=1)(=O)=O.C(=O)([O-])[O-].[Cs+].[Cs+].CO, predict the reaction product. The product is: [CH2:26]1[C:25]2[CH:24]=[CH:23][N:22]=[CH:21][C:20]=2[CH2:19][N:18]1[C:16]([NH:15][C:12]1[CH:11]=[CH:10][C:9]([C:34]2[CH2:39][CH2:38][CH:37]([NH:40][C:41](=[O:42])[O:43][C:44]([CH3:46])([CH3:45])[CH3:47])[CH2:36][CH:35]=2)=[CH:14][CH:13]=1)=[O:17]. (6) Given the reactants [CH3:1][O:2][C:3](=[O:13])[CH2:4][CH2:5][C:6]1[CH:11]=[CH:10][C:9]([NH2:12])=[CH:8][CH:7]=1.Cl[CH2:15][C:16]([C:18]1[CH:23]=[CH:22][CH:21]=[CH:20][CH:19]=1)=[O:17].C([O-])([O-])=O.[Cs+].[Cs+], predict the reaction product. The product is: [CH3:1][O:2][C:3](=[O:13])[CH2:4][CH2:5][C:6]1[CH:11]=[CH:10][C:9]([NH:12][C:19]2[CH:20]=[CH:21][CH:22]=[CH:23][C:18]=2[C:16](=[O:17])[CH3:15])=[CH:8][CH:7]=1. (7) The product is: [O:1]1[CH2:2][CH2:3][CH:4]([CH2:7][N:8]2[C:12]3[CH:13]=[C:14]([C:17]4[CH:22]=[CH:21][N:20]=[C:19]5[NH:23][C:24]([C:26]6[CH2:31][CH2:30][N:29]([C:32]([O:34][C:35]([CH3:38])([CH3:37])[CH3:36])=[O:33])[CH2:28][CH:27]=6)=[CH:25][C:18]=45)[CH:15]=[CH:16][C:11]=3[N:10]=[N:9]2)[CH2:5][CH2:6]1. Given the reactants [O:1]1[CH2:6][CH2:5][CH:4]([CH2:7][N:8]2[C:12]3[CH:13]=[C:14]([C:17]4[CH:22]=[CH:21][N:20]=[C:19]5[N:23](S(C6C=CC(C)=CC=6)(=O)=O)[C:24]([C:26]6[CH2:31][CH2:30][N:29]([C:32]([O:34][C:35]([CH3:38])([CH3:37])[CH3:36])=[O:33])[CH2:28][CH:27]=6)=[CH:25][C:18]=45)[CH:15]=[CH:16][C:11]=3[N:10]=[N:9]2)[CH2:3][CH2:2]1.[OH-].[Na+], predict the reaction product.